Dataset: Catalyst prediction with 721,799 reactions and 888 catalyst types from USPTO. Task: Predict which catalyst facilitates the given reaction. (1) Reactant: [CH2:1]([N:3]([CH2:10][CH2:11][OH:12])[C:4]1[CH:9]=[CH:8][CH:7]=[CH:6][CH:5]=1)[CH3:2].C(N(CC)CC)C.[C:20](Cl)(=[O:22])[CH3:21].O. Product: [C:20]([O:12][CH2:11][CH2:10][N:3]([CH2:1][CH3:2])[C:4]1[CH:5]=[CH:6][CH:7]=[CH:8][CH:9]=1)(=[O:22])[CH3:21]. The catalyst class is: 21. (2) Reactant: [Na].Cl.[F:3][C:4]1[CH:5]=[C:6]([CH:10]=[CH:11][CH:12]=1)[C:7](=[NH:9])[NH2:8].[CH3:13][O:14][CH:15]([C:20](OC)=[O:21])[C:16](OC)=[O:17].Cl. Product: [F:3][C:4]1[CH:5]=[C:6]([C:7]2[N:8]=[C:20]([OH:21])[C:15]([O:14][CH3:13])=[C:16]([OH:17])[N:9]=2)[CH:10]=[CH:11][CH:12]=1. The catalyst class is: 5.